From a dataset of Forward reaction prediction with 1.9M reactions from USPTO patents (1976-2016). Predict the product of the given reaction. (1) Given the reactants C(Cl)(=O)C(Cl)=O.CS(C)=O.[CH3:11][C:12]1[N:17]=[C:16]([CH:18]([OH:20])[CH3:19])[CH:15]=[CH:14][CH:13]=1.C(N(CC)CC)C, predict the reaction product. The product is: [CH3:11][C:12]1[N:17]=[C:16]([C:18](=[O:20])[CH3:19])[CH:15]=[CH:14][CH:13]=1. (2) Given the reactants [O:1]=[C:2]([CH2:6][CH2:7][C:8]([OH:10])=[O:9])[C:3]([OH:5])=[O:4].[H-].[Na+].[Na].[CH2:14](Br)[C:15]1[CH:20]=[CH:19][CH:18]=[CH:17][CH:16]=1, predict the reaction product. The product is: [CH2:14]([O:4][C:3](=[O:5])[C:2](=[O:1])[CH2:6][CH2:7][C:8]([OH:10])=[O:9])[C:15]1[CH:20]=[CH:19][CH:18]=[CH:17][CH:16]=1.